Task: Predict the reaction yield, written as a fraction of the theoretical maximum amount of product (1.0 means a 100% yield; for example, 0.34 means a 34% yield).. Dataset: Reaction yield outcomes from USPTO patents with 853,638 reactions (1) The reactants are [Br:1][C:2]1[CH:3]=[C:4]([C:9]([O:11][CH3:12])=[O:10])[CH:5]=[N:6][C:7]=1Cl.[Na+].[I-:14]. The catalyst is I. The product is [Br:1][C:2]1[CH:3]=[C:4]([C:9]([O:11][CH3:12])=[O:10])[CH:5]=[N:6][C:7]=1[I:14]. The yield is 0.400. (2) The reactants are [Cl:1][C:2]1[N:3]([CH2:10][C:11]2([CH3:14])[CH2:13][O:12]2)[CH:4]=[C:5]([N+:7]([O-:9])=[O:8])[N:6]=1.[N:15]1([NH:21][C:22](=[O:28])[O:23][C:24]([CH3:27])([CH3:26])[CH3:25])[CH2:20][CH2:19][NH:18][CH2:17][CH2:16]1. No catalyst specified. The product is [C:24]([O:23][C:22](=[O:28])[NH:21][N:15]1[CH2:20][CH2:19][N:18]([CH2:13][C:11]([OH:12])([CH3:14])[CH2:10][N:3]2[CH:4]=[C:5]([N+:7]([O-:9])=[O:8])[N:6]=[C:2]2[Cl:1])[CH2:17][CH2:16]1)([CH3:27])([CH3:25])[CH3:26]. The yield is 0.720. (3) The reactants are CO[CH:3](OC)[N:4]([CH3:6])[CH3:5].[Cl:9][C:10]1[CH:15]=[CH:14][C:13]([C:16](=[O:24])[C:17]2[CH:22]=[CH:21][C:20]([OH:23])=[CH:19][CH:18]=2)=[CH:12][C:11]=1[S:25]([NH2:28])(=[O:27])=[O:26]. The catalyst is C(#N)C. The product is [Cl:9][C:10]1[CH:15]=[CH:14][C:13]([C:16](=[O:24])[C:17]2[CH:18]=[CH:19][C:20]([OH:23])=[CH:21][CH:22]=2)=[CH:12][C:11]=1[S:25]([N:28]=[CH:3][N:4]([CH3:5])[CH3:6])(=[O:27])=[O:26]. The yield is 0.810. (4) The reactants are [NH2:1][C:2]1[CH:7]=[CH:6][C:5]([C:8]2[CH:13]=[CH:12][C:11]([C:14](=[O:29])[CH2:15][CH:16]([CH2:21][CH2:22][C:23]3[CH:28]=[CH:27][CH:26]=[CH:25][CH:24]=3)[C:17]([O:19]C)=[O:18])=[CH:10][CH:9]=2)=[CH:4][CH:3]=1.Cl[C:31]1[S:32][C:33]2[CH:39]=[C:38]([Cl:40])[CH:37]=[CH:36][C:34]=2[N:35]=1.S1C2C=CC=CC=2N=C1NC1C=CC(C2C=CC(C(=O)CC(C)(C)C(O)=O)=CC=2)=CC=1. The product is [Cl:40][C:38]1[CH:37]=[CH:36][C:34]2[N:35]=[C:31]([NH:1][C:2]3[CH:3]=[CH:4][C:5]([C:8]4[CH:13]=[CH:12][C:11]([C:14](=[O:29])[CH2:15][CH:16]([CH2:21][CH2:22][C:23]5[CH:24]=[CH:25][CH:26]=[CH:27][CH:28]=5)[C:17]([OH:19])=[O:18])=[CH:10][CH:9]=4)=[CH:6][CH:7]=3)[S:32][C:33]=2[CH:39]=1. No catalyst specified. The yield is 0.250. (5) The reactants are [CH2:1]([NH:4][C:5]([C:7]1[S:11][C:10]([C:12]2[CH:17]=[CH:16][N:15]=[CH:14][CH:13]=2)=[N:9][C:8]=1[CH2:18][C:19]1[CH:24]=[CH:23][C:22]([Cl:25])=[CH:21][CH:20]=1)=O)[CH:2]=[CH2:3].P(Cl)(Cl)(Cl)(Cl)Cl.Cl.O1CCOCC1.CO[CH:41](OC)[CH2:42][NH2:43]. The catalyst is C(Cl)Cl. The product is [CH2:1]([N:4]1[CH:41]=[CH:42][N:43]=[C:5]1[C:7]1[S:11][C:10]([C:12]2[CH:17]=[CH:16][N:15]=[CH:14][CH:13]=2)=[N:9][C:8]=1[CH2:18][C:19]1[CH:24]=[CH:23][C:22]([Cl:25])=[CH:21][CH:20]=1)[CH:2]=[CH2:3]. The yield is 0.620. (6) The reactants are [Br:1][C:2]1[CH:9]=[C:8]([C:10]([F:13])([F:12])[F:11])[CH:7]=[CH:6][C:3]=1[CH:4]=O.[N:14]1([C:20]([O:22][C:23]([CH3:26])([CH3:25])[CH3:24])=[O:21])[CH2:19][CH2:18][NH:17][CH2:16][CH2:15]1.C(O[BH-](OC(=O)C)OC(=O)C)(=O)C.[Na+]. No catalyst specified. The product is [Br:1][C:2]1[CH:9]=[C:8]([C:10]([F:13])([F:12])[F:11])[CH:7]=[CH:6][C:3]=1[CH2:4][N:17]1[CH2:16][CH2:15][N:14]([C:20]([O:22][C:23]([CH3:26])([CH3:25])[CH3:24])=[O:21])[CH2:19][CH2:18]1. The yield is 0.760.